This data is from Catalyst prediction with 721,799 reactions and 888 catalyst types from USPTO. The task is: Predict which catalyst facilitates the given reaction. (1) Reactant: [OH:1]/[N:2]=[C:3](\Cl)/[CH3:4].[C:6]([C:8]1[C:9]([C:15]([O:17][CH3:18])=[O:16])=[N:10][C:11]([CH3:14])=[CH:12][CH:13]=1)#[CH:7].CCOC(C)=O.[NH4+].[Cl-]. The catalyst class is: 11. Product: [CH3:14][C:11]1[N:10]=[C:9]([C:15]([O:17][CH3:18])=[O:16])[C:8]([C:6]2[O:1][N:2]=[C:3]([CH3:4])[CH:7]=2)=[CH:13][CH:12]=1. (2) Reactant: [CH2:1]1[C:9]2[C:4](=[CH:5][CH:6]=[CH:7][CH:8]=2)[CH2:3][N:2]1[N:10]([CH3:45])[C:11](=[O:44])[CH2:12][N:13]([C:33]1[C:42]([CH3:43])=[CH:41][C:36]2[C:37]([CH3:40])=[N:38][O:39][C:35]=2[CH:34]=1)[CH2:14][C:15]([NH:17][CH2:18][CH2:19][NH:20][S:21]([C:24]1[CH:29]=[CH:28][CH:27]=[CH:26][C:25]=1[N+:30]([O-:32])=[O:31])(=[O:23])=[O:22])=[O:16].[F:46][CH2:47][CH2:48]O.C1(P(C2C=CC=CC=2)C2C=CC=CC=2)C=CC=CC=1.N(C(OC(C)C)=O)=NC(OC(C)C)=O.C1(C)C=CC=CC=1. Product: [CH2:1]1[C:9]2[C:4](=[CH:5][CH:6]=[CH:7][CH:8]=2)[CH2:3][N:2]1[N:10]([CH3:45])[C:11](=[O:44])[CH2:12][N:13]([C:33]1[C:42]([CH3:43])=[CH:41][C:36]2[C:37]([CH3:40])=[N:38][O:39][C:35]=2[CH:34]=1)[CH2:14][C:15]([NH:17][CH2:18][CH2:19][N:20]([CH2:48][CH2:47][F:46])[S:21]([C:24]1[CH:29]=[CH:28][CH:27]=[CH:26][C:25]=1[N+:30]([O-:32])=[O:31])(=[O:22])=[O:23])=[O:16]. The catalyst class is: 54.